This data is from Full USPTO retrosynthesis dataset with 1.9M reactions from patents (1976-2016). The task is: Predict the reactants needed to synthesize the given product. (1) Given the product [CH:3]([C:6]1[N:11]=[CH:10][N:9]=[C:8]([OH:13])[C:7]=1[CH3:14])([CH3:5])[CH3:4], predict the reactants needed to synthesize it. The reactants are: OO.[CH:3]([C:6]1[NH:11][C:10](=S)[NH:9][C:8](=[O:13])[C:7]=1[CH3:14])([CH3:5])[CH3:4].C(=O)([O-])[O-].[Na+].[Na+].S([O-])([O-])(=O)=S.[Na+].[Na+]. (2) Given the product [Cl:24][C:23]1[C:18]([N:16]2[C:8]([OH:14])([C:9]([O:11][CH2:12][CH3:13])=[O:10])[CH2:7][C:5]([CH2:4][OH:3])=[N:17]2)=[N:19][CH:20]=[CH:21][CH:22]=1, predict the reactants needed to synthesize it. The reactants are: CC1(C)O/[C:5](=[CH:7]/[C:8](=[O:14])[C:9]([O:11][CH2:12][CH3:13])=[O:10])/[CH2:4][O:3]1.[NH:16]([C:18]1[C:23]([Cl:24])=[CH:22][CH:21]=[CH:20][N:19]=1)[NH2:17]. (3) Given the product [Cl:18][C:19]1[CH:20]=[CH:21][C:22]([C:25]2[CH:29]=[C:28]([C:30]([N:9]3[CH2:8][C@H:7]([CH:1]4[CH2:2][CH2:3][CH2:4][CH2:5][CH2:6]4)[NH:12][C:11](=[O:13])[C@@H:10]3[CH2:14][CH:15]([CH3:17])[CH3:16])=[O:31])[O:27][N:26]=2)=[CH:23][CH:24]=1, predict the reactants needed to synthesize it. The reactants are: [CH:1]1([C@@H:7]2[NH:12][C:11](=[O:13])[C@H:10]([CH2:14][CH:15]([CH3:17])[CH3:16])[NH:9][CH2:8]2)[CH2:6][CH2:5][CH2:4][CH2:3][CH2:2]1.[Cl:18][C:19]1[CH:24]=[CH:23][C:22]([C:25]2[CH:29]=[C:28]([C:30](O)=[O:31])[O:27][N:26]=2)=[CH:21][CH:20]=1.C([C@@H]1N(C([C@@H]2C[C@H]2C2C=CC=CC=2)=O)C[C@H](CC(C)C)NC1=O)C(C)C. (4) Given the product [Cl:14][C:11]1[CH:12]=[CH:13][C:8]([C:6](=[O:7])[CH2:5][CH:17]([C:15]#[N:16])[C:18]([NH:20][CH:21]2[CH2:22][CH2:23][CH2:24][CH2:25][CH2:26]2)=[O:19])=[CH:9][CH:10]=1, predict the reactants needed to synthesize it. The reactants are: C[O-].[Na+].Br[CH2:5][C:6]([C:8]1[CH:13]=[CH:12][C:11]([Cl:14])=[CH:10][CH:9]=1)=[O:7].[C:15]([CH2:17][C:18]([NH:20][CH:21]1[CH2:26][CH2:25][CH2:24][CH2:23][CH2:22]1)=[O:19])#[N:16]. (5) Given the product [Cl:9][C:4]1[CH:5]=[C:6]([C:30]2[NH:29][N:28]=[CH:32][CH:31]=2)[CH:7]=[C:2]([Cl:1])[C:3]=1[NH:10][C:11]1[C:20]2[CH:21]=[CH:22][NH:23][C:24](=[O:25])[C:19]=2[C:18]2[C:13](=[CH:14][CH:15]=[N:16][CH:17]=2)[N:12]=1, predict the reactants needed to synthesize it. The reactants are: [Cl:1][C:2]1[CH:7]=[C:6](I)[CH:5]=[C:4]([Cl:9])[C:3]=1[NH:10][C:11]1[C:20]2[CH:21]=[CH:22][N:23]=[C:24]([O:25]CC)[C:19]=2[C:18]2[C:13](=[CH:14][CH:15]=[N:16][CH:17]=2)[N:12]=1.[NH:28]1[C:32](B(O)O)=[CH:31][CH:30]=[N:29]1.C([O-])(O)=O.[Na+].B(Br)(Br)Br. (6) Given the product [C:22]1([CH:17]2[CH2:18][CH2:19][CH2:20][CH2:21][N:16]2[C:14]([CH:10]2[CH2:11][CH2:12][CH2:13][NH:8][CH2:9]2)=[O:15])[CH:23]=[CH:24][CH:25]=[CH:26][CH:27]=1, predict the reactants needed to synthesize it. The reactants are: C(OC([N:8]1[CH2:13][CH2:12][CH2:11][CH:10]([C:14]([N:16]2[CH2:21][CH2:20][CH2:19][CH2:18][CH:17]2[C:22]2[CH:27]=[CH:26][CH:25]=[CH:24][CH:23]=2)=[O:15])[CH2:9]1)=O)(C)(C)C.FC(F)(F)C(O)=O. (7) Given the product [CH:26]1([C:29]2[C:30]([O:40][CH2:41][C:42]3([CH3:46])[CH2:43][N:44]([CH:69]([C:70]4[CH:71]=[C:72]([Cl:77])[CH:73]=[C:74]([Cl:76])[CH:75]=4)[C:78]4[CH:83]=[CH:82][CH:81]=[CH:80][CH:79]=4)[CH2:45]3)=[CH:31][C:32]([F:39])=[C:33]([CH:38]=2)[C:34]([O:36][CH3:37])=[O:35])[CH2:27][CH2:28]1, predict the reactants needed to synthesize it. The reactants are: Cl.ClC1C(OCC2CCNCC2)=CC(F)=C(C=1)C(OC(C)(C)C)=O.Cl.[CH:26]1([C:29]2[C:30]([O:40][CH2:41][C:42]3([CH3:46])[CH2:45][NH:44][CH2:43]3)=[CH:31][C:32]([F:39])=[C:33]([CH:38]=2)[C:34]([O:36][CH3:37])=[O:35])[CH2:28][CH2:27]1.CC1C=CC(S(O[C@@H](C2C=C(Cl)C=C(Cl)C=2)C)(=O)=O)=CC=1.Br[CH:69]([C:78]1[CH:83]=[CH:82][CH:81]=[CH:80][CH:79]=1)[C:70]1[CH:75]=[C:74]([Cl:76])[CH:73]=[C:72]([Cl:77])[CH:71]=1.[I-]. (8) Given the product [CH3:13][C:7]([NH:6][C:4](=[O:5])[C:3]1[CH:14]=[CH:15][CH:16]=[CH:17][C:2]=1[O:1][CH2:25][CH:26]1[CH2:28][O:27]1)([CH3:12])[C:8]([O:10][CH3:11])=[O:9], predict the reactants needed to synthesize it. The reactants are: [OH:1][C:2]1[CH:17]=[CH:16][CH:15]=[CH:14][C:3]=1[C:4]([NH:6][C:7]([CH3:13])([CH3:12])[C:8]([O:10][CH3:11])=[O:9])=[O:5].C([O-])([O-])=O.[K+].[K+].Cl[CH2:25][CH:26]1[CH2:28][O:27]1. (9) Given the product [C:27]([C:9]1[C:8]2[C:12](=[CH:13][C:5]([O:4][CH2:3][CH2:2][N:29]3[CH2:34][CH2:33][O:32][CH2:31][CH2:30]3)=[CH:6][CH:7]=2)[N:11]([CH2:14][CH3:15])[C:10]=1[C:16]1[CH:21]=[CH:20][C:19]([NH:22][S:23]([CH3:26])(=[O:25])=[O:24])=[CH:18][CH:17]=1)#[N:28], predict the reactants needed to synthesize it. The reactants are: Cl[CH2:2][CH2:3][O:4][C:5]1[CH:13]=[C:12]2[C:8]([C:9]([C:27]#[N:28])=[C:10]([C:16]3[CH:21]=[CH:20][C:19]([NH:22][S:23]([CH3:26])(=[O:25])=[O:24])=[CH:18][CH:17]=3)[N:11]2[CH2:14][CH3:15])=[CH:7][CH:6]=1.[NH:29]1[CH2:34][CH2:33][O:32][CH2:31][CH2:30]1.[Na+].[I-].C(N(C(C)C)CC)(C)C. (10) Given the product [Cl:4][C:5]1[CH:10]=[CH:9][C:8]([NH:11][C:12]([NH:14][C:15]2[CH:20]=[CH:19][C:18]([OH:21])=[C:17]([C:22]3[CH:26]=[CH:25][N:24]([CH3:1])[N:23]=3)[CH:16]=2)=[O:13])=[CH:7][CH:6]=1, predict the reactants needed to synthesize it. The reactants are: [CH3:1]NN.[Cl:4][C:5]1[CH:10]=[CH:9][C:8]([NH:11][C:12]([NH:14][C:15]2[CH:20]=[CH:19][C:18]([OH:21])=[C:17]([C:22]3[N:23](C)[N:24]=[CH:25][CH:26]=3)[CH:16]=2)=[O:13])=[CH:7][CH:6]=1.